Dataset: Experimentally validated miRNA-target interactions with 360,000+ pairs, plus equal number of negative samples. Task: Binary Classification. Given a miRNA mature sequence and a target amino acid sequence, predict their likelihood of interaction. (1) The miRNA is hsa-miR-19a-5p with sequence AGUUUUGCAUAGUUGCACUACA. The protein sequence of the target gene is MANEAYPCPCDIGHRLEYGGLGREVQVEHIKAYVTKSPVDAGKAVIVIQDIFGWQLPNTRYIADMISGNGYTTIVPDFFVGQEPWDPSGDWSIFPEWLKTRNAQKIDREISAILKYLKQQCHAQKIGIVGFCWGGTAVHHLMMKYSEFRAGVSVYGIVKDSEDIYNLKNPTLFIFAENDVVIPLKDVSLLTQKLKEHCKVEYQIKTFSGQTHGFVHRKREDCSPADKPYIDEARRNLIEWLNKYM. Result: 1 (interaction). (2) The miRNA is rno-miR-133b-5p with sequence GCUGGUCAAACGGAACCAAGU. The protein sequence of the target gene is MRVKPQGLVVTSSAVCSSPDYLREPKYYPGGPPTPRPLLPTRPPASPPDKAFSTHAFSENPRPPPRRDPSTRRPPVLAKGDDPLPPRAARPVSQARCPTPVGDGSSSRRCWDNGRVNLRPVVQLIDIMKDLTRLSQDLQHSGVHLDCGGLRLSRPPAPPPGDLQYSFFSSPSLANSIRSPEERATPHAKSERPSHPLYEPEPEPRDSPQPGQGHSPGATAAATGLPPEPEPDSTDYSELADADILSELASLTCPEAQLLEAQALEPPSPEPEPQLLDPQPRFLDPQALEPLGEALELPPL.... Result: 0 (no interaction). (3) The miRNA is mmu-miR-92b-3p with sequence UAUUGCACUCGUCCCGGCCUCC. The protein sequence of the target gene is MGTEGPPPPAASRGRQGCLLVPARTKTTIALLYDEESENAYDIRLKLTKEVLTIQKQDVVCVGGSHQGRNRRTVTLRRQPVGGLGLSIKGGSEHNVPVVISKIFEDQAADQTGMLFVGDAVLQVNGIHVENATHEEVVHLLRNAGDEVTITVEYLREAPAFLKLPLGSPGPSSDHSSGASSPLFDSGLHLNGNSSTTAPSSPSSPIAKDPRYEKRWLDTLSVPLSMARISRYKAGTEKLRWNAFEVLALDGVSSGILRFYTAQDGTDWLRAVSANIRELTLQNMKMANKCCSPSDQVVHM.... Result: 0 (no interaction). (4) The miRNA is hsa-miR-4301 with sequence UCCCACUACUUCACUUGUGA. The protein sequence of the target gene is MFDGYDSCSEDTSSSSSSEESEEEVAPLPSNLPIIKNNGQVYTYPDGKSGMATCEMCGMVGVRDAFYSKTKRFCSVSCSRSYSSNSKKASILARLQGKPPTKKAKVLQKQPLVAKLAAYAQYQATLQNQAKTKAGNSAISVEGFSWGNYINSNSFIAAPVACFKHAPMGTCWGDISENVRIEVPNTDCSLPTKVFWIAGIIKLAGYNALLRYEGFENDSSLDFWCNICGSDIHPVGWCAASGKPLVPPRTVQHKYTNWKAFLVKRLTGAKTLPPDFSQKVSESMQYPFKPCMRVEVVDKR.... Result: 0 (no interaction). (5) The protein sequence of the target gene is MQANGAGGGGGGGGGGGGGGGGGGGQGQTPELACLSAQNGESSPSSSSSAGDLAHANGLLPSAPSAASNNSNSLNVNNGVPGGAAAASSATVAAASATTAASSSLATPELGSSLKKKKRLSQSDEDVIRLIGQHLNGLGLNQTVDLLMQESGCRLEHPSATKFRNHVMEGDWDKAENDLNELKPLVHSPHAIVVRGALEISQTLLGIIVRMKFLLLQQKYLEYLEDGKVLEALQVLRCELTPLKYNTERIHVLSGYLMCSHAEDLRAKAEWEGKGTASRSKLLDKLQTYLPPSVMLPPRR.... The miRNA is hsa-miR-6844 with sequence UUCUUUGUUUUUAAUUCACAG. Result: 1 (interaction).